Dataset: Full USPTO retrosynthesis dataset with 1.9M reactions from patents (1976-2016). Task: Predict the reactants needed to synthesize the given product. (1) Given the product [F:3][C:4]([F:17])([F:16])[C:5]1[CH:15]=[CH:14][C:8]([CH:9]=[CH:10][C:11]([Cl:26])=[O:12])=[CH:7][CH:6]=1, predict the reactants needed to synthesize it. The reactants are: N#N.[F:3][C:4]([F:17])([F:16])[C:5]1[CH:15]=[CH:14][C:8](/[CH:9]=[CH:10]/[C:11](O)=[O:12])=[CH:7][CH:6]=1.CN(C=O)C.C(Cl)(=O)C([Cl:26])=O. (2) Given the product [CH2:20]([N:21]([C:20]1[C:19]2[C:14](=[CH:15][CH:16]=[C:17]([Br:22])[CH:18]=2)[N:13]=[C:12]2[N:8]([CH2:1][C:2]3[CH:7]=[CH:6][CH:5]=[CH:4][CH:3]=3)[CH2:9][CH2:10][C:11]=12)[CH2:1][C:2]1[CH:7]=[CH:6][CH:5]=[CH:4][CH:3]=1)[C:19]1[CH:14]=[CH:15][CH:16]=[CH:17][CH:18]=1, predict the reactants needed to synthesize it. The reactants are: [CH2:1]([N:8]1[C:12]2=[N:13][C:14]3[C:19]([C:20]([NH2:21])=[C:11]2[CH2:10][CH2:9]1)=[CH:18][C:17]([Br:22])=[CH:16][CH:15]=3)[C:2]1[CH:7]=[CH:6][CH:5]=[CH:4][CH:3]=1. (3) Given the product [CH2:1]([C:3]1[CH:8]=[CH:7][C:6]([C:9]2[NH:13][N:12]=[C:11]([S:14][CH2:18][C:19]3[CH:24]=[CH:23][CH:22]=[CH:21][N:20]=3)[N:10]=2)=[C:5]([CH3:15])[CH:4]=1)[CH3:2], predict the reactants needed to synthesize it. The reactants are: [CH2:1]([C:3]1[CH:8]=[CH:7][C:6]([C:9]2[NH:10][C:11](=[S:14])[NH:12][N:13]=2)=[C:5]([CH3:15])[CH:4]=1)[CH3:2].Br.Br[CH2:18][C:19]1[CH:24]=[CH:23][CH:22]=[CH:21][N:20]=1. (4) Given the product [CH3:13][O:12][N:14]=[CH:7][C:6]1[CH:9]=[CH:10][C:3]([C:1]#[N:2])=[CH:4][CH:5]=1, predict the reactants needed to synthesize it. The reactants are: [C:1]([C:3]1[CH:10]=[CH:9][C:6]([CH:7]=O)=[CH:5][CH:4]=1)#[N:2].Cl.[O:12]([NH2:14])[CH3:13].